This data is from Full USPTO retrosynthesis dataset with 1.9M reactions from patents (1976-2016). The task is: Predict the reactants needed to synthesize the given product. Given the product [F:12][C:10]1[CH:9]=[C:8]2[C:3]([C:4]([CH2:14][C:15]3[N:16]([CH3:30])[N:17]=[CH:18][N:19]=3)=[N:5][NH:6][C:7]2=[O:13])=[C:2](/[N:1]=[CH:26]/[C:25]2[CH:28]=[CH:29][C:22]([F:21])=[CH:23][CH:24]=2)[CH:11]=1, predict the reactants needed to synthesize it. The reactants are: [NH2:1][C:2]1[CH:11]=[C:10]([F:12])[CH:9]=[C:8]2[C:3]=1[C:4]([CH2:14][C:15]1[N:19]=[CH:18][N:17](C)[N:16]=1)=[N:5][NH:6][C:7]2=[O:13].[F:21][C:22]1[CH:29]=[CH:28][C:25]([CH:26]=O)=[CH:24][CH:23]=1.[C:30](#N)C.